Dataset: Reaction yield outcomes from USPTO patents with 853,638 reactions. Task: Predict the reaction yield, written as a fraction of the theoretical maximum amount of product (1.0 means a 100% yield; for example, 0.34 means a 34% yield). (1) The reactants are [OH:1][C:2]1[CH:9]=[CH:8][C:7]([O:10][CH3:11])=[CH:6][C:3]=1[CH:4]=[O:5].C([O-])([O-])=O.[K+].[K+].[CH2:18]([O:20][CH:21]([O:24][CH2:25][CH3:26])[CH2:22]Br)[CH3:19]. The catalyst is CN(C=O)C. The product is [CH2:18]([O:20][CH:21]([O:24][CH2:25][CH3:26])[CH2:22][O:1][C:2]1[CH:9]=[CH:8][C:7]([O:10][CH3:11])=[CH:6][C:3]=1[CH:4]=[O:5])[CH3:19]. The yield is 0.310. (2) The reactants are Cl[C:2]1[N:3]=[C:4]([N:14]2[CH2:19][CH2:18][O:17][CH2:16][C@@H:15]2[CH3:20])[C:5]2[CH2:10][N:9]([C:11](=[O:13])[CH3:12])[CH2:8][C:6]=2[N:7]=1.[CH:21]1([NH:24][C:25]([NH:27][C:28]2[CH:33]=[CH:32][C:31](B3OC(C)(C)C(C)(C)O3)=[C:30]([F:43])[CH:29]=2)=[O:26])[CH2:23][CH2:22]1. No catalyst specified. The product is [C:11]([N:9]1[CH2:10][C:5]2[C:4]([N:14]3[CH2:19][CH2:18][O:17][CH2:16][C@@H:15]3[CH3:20])=[N:3][C:2]([C:31]3[CH:32]=[CH:33][C:28]([NH:27][C:25]([NH:24][CH:21]4[CH2:23][CH2:22]4)=[O:26])=[CH:29][C:30]=3[F:43])=[N:7][C:6]=2[CH2:8]1)(=[O:13])[CH3:12]. The yield is 0.0400. (3) The reactants are C([N:4]1[CH2:9][CH2:8][CH:7]([C:10]2[O:11][C:12]([C:22]3[CH:27]=[CH:26][C:25]([CH3:28])=[CH:24][CH:23]=3)=[C:13]([C:15]3[CH:20]=[CH:19][C:18]([Cl:21])=[CH:17][CH:16]=3)[N:14]=2)[CH2:6][CH2:5]1)(=O)C.[OH-].[K+].O. The catalyst is C(O)C. The product is [Cl:21][C:18]1[CH:19]=[CH:20][C:15]([C:13]2[N:14]=[C:10]([CH:7]3[CH2:8][CH2:9][NH:4][CH2:5][CH2:6]3)[O:11][C:12]=2[C:22]2[CH:27]=[CH:26][C:25]([CH3:28])=[CH:24][CH:23]=2)=[CH:16][CH:17]=1. The yield is 0.930. (4) The reactants are [C:1]([O:5][C:6]([N:8]1[CH2:13][CH:12]2[CH2:14][CH:10]([N:11]2C(C(F)(F)F)=O)[CH2:9]1)=[O:7])([CH3:4])([CH3:3])[CH3:2].C(=O)([O-])[O-].[K+].[K+]. The catalyst is CO. The product is [C:1]([O:5][C:6]([N:8]1[CH2:9][CH:10]2[CH2:14][CH:12]([NH:11]2)[CH2:13]1)=[O:7])([CH3:4])([CH3:2])[CH3:3]. The yield is 0.790.